From a dataset of Forward reaction prediction with 1.9M reactions from USPTO patents (1976-2016). Predict the product of the given reaction. Given the reactants Br[C:2]1[S:6][CH:5]=[C:4]([C:7]([OH:9])=[O:8])[CH:3]=1.C([O-])([O-])=O.[K+].[K+].[CH3:16][N:17]1[C:21](B2OC(C)(C)C(C)(C)O2)=[CH:20][CH:19]=[N:18]1.CC1(C)COB(C2N(C)N=CC=2)OC1, predict the reaction product. The product is: [CH3:16][N:17]1[C:21]([C:2]2[S:6][CH:5]=[C:4]([C:7]([OH:9])=[O:8])[CH:3]=2)=[CH:20][CH:19]=[N:18]1.